From a dataset of Catalyst prediction with 721,799 reactions and 888 catalyst types from USPTO. Predict which catalyst facilitates the given reaction. Reactant: [CH3:1][C:2]1[C:11]2[C:6](=[CH:7][CH:8]=[CH:9][CH:10]=2)[C:5]([S:12](Cl)(=[O:14])=[O:13])=[CH:4][CH:3]=1.[CH:16]1([NH2:22])[CH2:21][CH2:20][CH2:19][CH2:18][CH2:17]1.C(N(CC)CC)C. Product: [CH:16]1([NH:22][S:12]([C:5]2[C:6]3[C:11](=[CH:10][CH:9]=[CH:8][CH:7]=3)[C:2]([CH3:1])=[CH:3][CH:4]=2)(=[O:14])=[O:13])[CH2:21][CH2:20][CH2:19][CH2:18][CH2:17]1. The catalyst class is: 2.